From a dataset of Forward reaction prediction with 1.9M reactions from USPTO patents (1976-2016). Predict the product of the given reaction. Given the reactants [CH3:1][O:2][C:3]([C:5]1[CH:13]=[CH:12][C:8]([C:9]([OH:11])=O)=[CH:7][CH:6]=1)=[O:4].C(N(CC)CC)C.CN(C(ON1N=NC2C=CC=NC1=2)=[N+](C)C)C.F[P-](F)(F)(F)(F)F.[NH2:45][CH:46]1[CH2:51][CH2:50][N:49]([CH2:52][C:53]2[CH:60]=[CH:59][C:56]([C:57]#[N:58])=[CH:55][CH:54]=2)[CH2:48][CH2:47]1.Cl, predict the reaction product. The product is: [C:57]([C:56]1[CH:55]=[CH:54][C:53]([CH2:52][N:49]2[CH2:48][CH2:47][CH:46]([NH:45][C:9]([C:8]3[CH:7]=[CH:6][C:5]([C:3]([O:2][CH3:1])=[O:4])=[CH:13][CH:12]=3)=[O:11])[CH2:51][CH2:50]2)=[CH:60][CH:59]=1)#[N:58].